Dataset: Experimentally validated miRNA-target interactions with 360,000+ pairs, plus equal number of negative samples. Task: Binary Classification. Given a miRNA mature sequence and a target amino acid sequence, predict their likelihood of interaction. The miRNA is hsa-miR-4441 with sequence ACAGGGAGGAGAUUGUA. The protein sequence of the target gene is MARISFSYLCPASWYFTVPTVSPFLRQRVAFLGLFFISCLLLLMLIIDFRHWSASLPRDRQYERYLARVGELEATDTEDPNLNYGLVVDCGSSGSRIFVYFWPRHNGNPHDLLDIKQMRDRNSQPVVKKIKPGISAMADTPEHASDYLRPLLSFAAAHVPVKKHKETPLYILCTAGMRLLPERKQLAILADLVKDLPLEFDFLFSQSQAEVISGKQEGVYAWIGINFVLGRFDHEDESDAEATQELAAGRRRTVGILDMGGASLQIAYEVPTSTSVLPAKQEEAAKILLAEFNLGCDVQH.... Result: 1 (interaction).